Dataset: Catalyst prediction with 721,799 reactions and 888 catalyst types from USPTO. Task: Predict which catalyst facilitates the given reaction. (1) Product: [CH3:25][O:26][C:27](=[O:30])[CH2:28][NH:1][C:2]1([CH2:6][C:7]([O:9][CH3:10])=[O:8])[CH2:5][CH2:4][CH2:3]1. The catalyst class is: 10. Reactant: [NH2:1][C:2]1([CH2:6][C:7]([O:9][CH3:10])=[O:8])[CH2:5][CH2:4][CH2:3]1.C1COCC1.C(N(CC)C(C)C)(C)C.[CH3:25][O:26][C:27](=[O:30])[CH2:28]Br. (2) Reactant: C(=O)([O-])[O-].[Cs+].[Cs+].[OH:7][C:8]1[C:17]2[C:12](=[CH:13][CH:14]=[CH:15][CH:16]=2)[CH:11]=[CH:10][C:9]=1[C:18]([O:20][CH3:21])=[O:19].Br[CH2:23][CH2:24][O:25][Si:26]([C:29]([CH3:32])([CH3:31])[CH3:30])([CH3:28])[CH3:27]. Product: [CH3:21][O:20][C:18]([C:9]1[CH:10]=[CH:11][C:12]2[C:17](=[CH:16][CH:15]=[CH:14][CH:13]=2)[C:8]=1[O:7][CH2:23][CH2:24][O:25][Si:26]([C:29]([CH3:32])([CH3:31])[CH3:30])([CH3:28])[CH3:27])=[O:19]. The catalyst class is: 3.